This data is from Full USPTO retrosynthesis dataset with 1.9M reactions from patents (1976-2016). The task is: Predict the reactants needed to synthesize the given product. (1) Given the product [Cl:3][C:4]1[C:9]2[NH:10][C:11]([CH3:13])=[N:12][C:8]=2[CH:7]=[C:6]([C:14]([OH:16])=[O:15])[CH:5]=1, predict the reactants needed to synthesize it. The reactants are: [OH-].[Na+].[Cl:3][C:4]1[C:9]2[NH:10][C:11]([CH3:13])=[N:12][C:8]=2[CH:7]=[C:6]([C:14]([O:16]C)=[O:15])[CH:5]=1. (2) Given the product [ClH:52].[C:49]([N:29]1[CH2:30][CH2:31][CH:26]([N:23]2[CH2:24][CH2:25][C@@H:20]([N:18]([CH3:19])[C:16]([N:15]([C:7]3[CH:8]=[C:9]([C:11]([F:12])([F:13])[F:14])[CH:10]=[C:5]([C:4]([F:3])([F:40])[F:41])[CH:6]=3)[CH3:39])=[O:17])[C@H:21]([C:32]3[CH:37]=[CH:36][C:35]([F:38])=[CH:34][CH:33]=3)[CH2:22]2)[CH2:27][CH2:28]1)(=[O:51])[CH3:50], predict the reactants needed to synthesize it. The reactants are: Cl.Cl.[F:3][C:4]([F:41])([F:40])[C:5]1[CH:6]=[C:7]([N:15]([CH3:39])[C:16]([N:18]([C@@H:20]2[CH2:25][CH2:24][N:23]([CH:26]3[CH2:31][CH2:30][NH:29][CH2:28][CH2:27]3)[CH2:22][C@H:21]2[C:32]2[CH:37]=[CH:36][C:35]([F:38])=[CH:34][CH:33]=2)[CH3:19])=[O:17])[CH:8]=[C:9]([C:11]([F:14])([F:13])[F:12])[CH:10]=1.C(N(CC)CC)C.[C:49]([Cl:52])(=[O:51])[CH3:50]. (3) Given the product [Br:11][C:8]1[CH:9]=[CH:10][C:5]([C:3]2[N:17]=[C:15]([CH2:14][C:12]#[N:13])[S:16][CH:2]=2)=[CH:6][CH:7]=1, predict the reactants needed to synthesize it. The reactants are: Br[CH2:2][C:3]([C:5]1[CH:10]=[CH:9][C:8]([Br:11])=[CH:7][CH:6]=1)=O.[C:12]([CH2:14][C:15]([NH2:17])=[S:16])#[N:13]. (4) Given the product [CH3:34][O:14][C:13](=[O:15])[C:12]1[CH:16]=[CH:17][CH:18]=[C:10]([CH2:9][CH:8]([NH:7][C:5](=[O:6])[CH2:4][CH2:3][C:1]#[N:2])[B:21]2[O:29][CH:28]3[C:23]([CH3:33])([CH:24]4[CH2:30][CH:26]([CH2:27]3)[C:25]4([CH3:32])[CH3:31])[O:22]2)[C:11]=1[O:19][CH3:20], predict the reactants needed to synthesize it. The reactants are: [C:1]([CH2:3][CH2:4][C:5]([NH:7][CH:8]([B:21]1[O:29][CH:28]2[C:23]([CH3:33])([CH:24]3[CH2:30][CH:26]([CH2:27]2)[C:25]3([CH3:32])[CH3:31])[O:22]1)[CH2:9][C:10]1[C:11]([O:19][CH3:20])=[C:12]([CH:16]=[CH:17][CH:18]=1)[C:13]([OH:15])=[O:14])=[O:6])#[N:2].[CH3:34][Si](C=[N+]=[N-])(C)C. (5) Given the product [C:1]1([C:32]2[CH:33]=[CH:34][CH:35]=[CH:36][CH:37]=2)[CH:2]=[CH:3][C:4]([CH2:7][N:8]2[C:16]3[C:11](=[CH:12][CH:13]=[CH:14][C:15]=3[C:17]([NH:19][C@H:20]([C:22]3[CH:23]=[CH:24][C:25]([C:26]([OH:28])=[O:27])=[CH:30][CH:31]=3)[CH3:21])=[O:18])[CH:10]=[CH:9]2)=[CH:5][CH:6]=1, predict the reactants needed to synthesize it. The reactants are: [C:1]1([C:32]2[CH:37]=[CH:36][CH:35]=[CH:34][CH:33]=2)[CH:6]=[CH:5][C:4]([CH2:7][N:8]2[C:16]3[C:11](=[CH:12][CH:13]=[CH:14][C:15]=3[C:17]([NH:19][C@H:20]([C:22]3[CH:31]=[CH:30][C:25]([C:26]([O:28]C)=[O:27])=[CH:24][CH:23]=3)[CH3:21])=[O:18])[CH:10]=[CH:9]2)=[CH:3][CH:2]=1.CO.[OH-].[Na+].C(O)(=O)CC(CC(O)=O)(C(O)=O)O.